From a dataset of Full USPTO retrosynthesis dataset with 1.9M reactions from patents (1976-2016). Predict the reactants needed to synthesize the given product. (1) Given the product [C:5]([CH2:7][N:8]([CH2:1][C:2]([NH:35][C:34]1[CH:36]=[CH:37][C:31]([I:30])=[CH:32][CH:33]=1)=[O:3])[CH2:9][CH2:10][N:11]([CH2:12][C:13](=[O:14])[NH:27][C:24]1[CH:23]=[CH:22][C:21]([S:19](=[O:28])(=[O:20])[NH2:29])=[CH:26][CH:25]=1)[CH2:18][C:16]([OH:15])=[O:17])([OH:4])=[O:6], predict the reactants needed to synthesize it. The reactants are: [CH2:1]1[N:8]([CH2:9][CH2:10][N:11]2[CH2:18][C:16](=[O:17])[O:15][C:13](=[O:14])[CH2:12]2)[CH2:7][C:5](=[O:6])[O:4][C:2]1=[O:3].[S:19]([NH2:29])(=[O:28])([C:21]1[CH:26]=[CH:25][C:24]([NH2:27])=[CH:23][CH:22]=1)=[O:20].[I:30][C:31]1[CH:37]=[CH:36][C:34]([NH2:35])=[CH:33][CH:32]=1. (2) Given the product [F:84][C:79]1[CH:80]=[CH:81][CH:82]=[CH:83][C:78]=1[NH:77][C:9](=[O:38])[NH:8][CH:13]1[CH2:10][N:11]([C:14]2[N:19]=[CH:18][C:17]([NH:20][C:21]([C:23]3[O:27][C:26]([C:28]4[CH:33]=[CH:32][CH:31]=[CH:30][CH:29]=4)=[N:25][C:24]=3[C:34]([F:36])([F:37])[F:35])=[O:22])=[CH:16][CH:15]=2)[CH2:12]1, predict the reactants needed to synthesize it. The reactants are: C([N:8]1[CH2:13][CH2:12][N:11]([C:14]2[N:19]=[CH:18][C:17]([NH:20][C:21]([C:23]3[O:27][C:26]([C:28]4[CH:33]=[CH:32][CH:31]=[CH:30][CH:29]=4)=[N:25][C:24]=3[C:34]([F:37])([F:36])[F:35])=[O:22])=[CH:16][CH:15]=2)[CH2:10][C:9]1=[O:38])C1C=CC=CC=1.CN(C(ON1N=NC2C=CC=NC1=2)=[N+](C)C)C.F[P-](F)(F)(F)(F)F.NC1C=CC(N2CC(NC([NH:77][C:78]3[CH:83]=[CH:82][CH:81]=[CH:80][C:79]=3[F:84])=O)C2)=NC=1. (3) The reactants are: [Cl:1][C:2]1[CH:3]=[C:4](B2OC(C)(C)C(C)(C)O2)[CH:5]=[C:6]([Cl:9])[C:7]=1[CH3:8].Br[C:20]1[CH:25]=[CH:24][C:23]([F:26])=[CH:22][CH:21]=1.C(=O)([O-])[O-].[K+].[K+].C. Given the product [Cl:9][C:6]1[CH:5]=[C:4]([C:20]2[CH:25]=[CH:24][C:23]([F:26])=[CH:22][CH:21]=2)[CH:3]=[C:2]([Cl:1])[C:7]=1[CH3:8], predict the reactants needed to synthesize it. (4) Given the product [CH3:8][CH:4]1[NH:3][CH:2]([CH3:1])[CH2:7][N:6]([C:15]([CH:12]2[CH2:13][CH2:14][O:9][CH2:10][CH2:11]2)=[O:16])[CH2:5]1, predict the reactants needed to synthesize it. The reactants are: [CH3:1][CH:2]1[CH2:7][NH:6][CH2:5][CH:4]([CH3:8])[NH:3]1.[O:9]1[CH2:14][CH2:13][CH:12]([C:15](O)=[O:16])[CH2:11][CH2:10]1.Cl.C(N=C=NCCCN(C)C)C. (5) Given the product [Br:33][C:30]1[CH:31]=[CH:32][C:27]([C:16]2[N:17]([C:19]3[C:24]([Cl:25])=[CH:23][CH:22]=[CH:21][C:20]=3[Cl:26])[CH:18]=[C:14]([C:7]([OH:6])([CH3:8])[CH3:1])[N:15]=2)=[C:28]([Cl:34])[CH:29]=1, predict the reactants needed to synthesize it. The reactants are: [CH3:1][Mg+].[Br-].CC[O:6][CH2:7][CH3:8].C(OC([C:14]1[N:15]=[C:16]([C:27]2[CH:32]=[CH:31][C:30]([Br:33])=[CH:29][C:28]=2[Cl:34])[N:17]([C:19]2[C:24]([Cl:25])=[CH:23][CH:22]=[CH:21][C:20]=2[Cl:26])[CH:18]=1)=O)C. (6) The reactants are: Cl[C:2]1[N:7]=[CH:6][N:5]=[C:4]([NH2:8])[C:3]=1[CH2:9][CH3:10].Cl.Cl.Cl.[N:14]1([CH2:18][CH2:19][N:20]2[CH:24]=[C:23]([C:25]3[CH:30]=[CH:29][C:28]([F:31])=[C:27]([CH3:32])[CH:26]=3)[N:22]=[C:21]2[CH:33]2[CH2:38][CH2:37][NH:36][CH2:35][CH2:34]2)[CH2:17][CH2:16][CH2:15]1.C([O-])([O-])=O.[Cs+].[Cs+]. Given the product [N:14]1([CH2:18][CH2:19][N:20]2[CH:24]=[C:23]([C:25]3[CH:30]=[CH:29][C:28]([F:31])=[C:27]([CH3:32])[CH:26]=3)[N:22]=[C:21]2[CH:33]2[CH2:34][CH2:35][N:36]([C:2]3[N:7]=[CH:6][N:5]=[C:4]([NH2:8])[C:3]=3[CH2:9][CH3:10])[CH2:37][CH2:38]2)[CH2:15][CH2:16][CH2:17]1, predict the reactants needed to synthesize it.